This data is from Forward reaction prediction with 1.9M reactions from USPTO patents (1976-2016). The task is: Predict the product of the given reaction. (1) Given the reactants CC([O-])(C)C.[Na+].[C:7]1(I)[CH:12]=[CH:11][CH:10]=[CH:9][CH:8]=1.[SH:14][C:15]([CH3:18])([CH3:17])[CH3:16], predict the reaction product. The product is: [C:7]1([S:14][C:15]([CH3:18])([CH3:17])[CH3:16])[CH:12]=[CH:11][CH:10]=[CH:9][CH:8]=1. (2) Given the reactants [CH3:1][C:2]1([CH3:10])[C:6](=[O:7])[CH2:5][C:4]([CH3:9])([CH3:8])[O:3]1.C[Si]([N-][Si](C)(C)C)(C)C.[K+].C1C=CC(N([S:28]([C:31]([F:34])([F:33])[F:32])(=[O:30])=[O:29])[S:28]([C:31]([F:34])([F:33])[F:32])(=[O:30])=[O:29])=CC=1, predict the reaction product. The product is: [CH3:1][C:2]1([CH3:10])[C:6]([O:7][S:28]([C:31]([F:34])([F:33])[F:32])(=[O:30])=[O:29])=[CH:5][C:4]([CH3:9])([CH3:8])[O:3]1. (3) Given the reactants Br[C:2]1[CH:11]=[C:10]2[C:5]([CH:6]=[C:7]([CH3:30])[C:8]([CH:19]([O:25][C:26]([CH3:29])([CH3:28])[CH3:27])[C:20]([O:22]CC)=[O:21])=[C:9]2[C:12]2[CH:17]=[CH:16][C:15]([Cl:18])=[CH:14][CH:13]=2)=[CH:4][CH:3]=1.[CH3:31][C:32]1[S:33][C:34]([C:38]([OH:42])([C:40]#[CH:41])[CH3:39])=[C:35]([CH3:37])[N:36]=1, predict the reaction product. The product is: [C:26]([O:25][C@@H:19]([C:8]1[C:7]([CH3:30])=[CH:6][C:5]2[C:10](=[CH:11][C:2]([C:41]#[C:40][C:38]([C:34]3[S:33][C:32]([CH3:31])=[N:36][C:35]=3[CH3:37])([OH:42])[CH3:39])=[CH:3][CH:4]=2)[C:9]=1[C:12]1[CH:13]=[CH:14][C:15]([Cl:18])=[CH:16][CH:17]=1)[C:20]([OH:22])=[O:21])([CH3:27])([CH3:28])[CH3:29]. (4) Given the reactants [C:1]([OH:10])(=[O:9])/[CH:2]=[CH:3]/[CH:4]=[CH:5]/[C:6](O)=O.[C:11](O)(=O)[CH:12]=[CH:13][CH2:14]CC(O)=O.[C:21]([OH:30])(=[O:29])[CH2:22][CH2:23][CH2:24][CH2:25][C:26]([OH:28])=[O:27], predict the reaction product. The product is: [CH3:11][CH2:12][CH2:13][CH2:14][CH2:6][CH2:5][CH2:4][CH:3]([OH:27])[CH2:2][C:1]([OH:10])=[O:9].[C:21]([OH:30])(=[O:29])[CH:22]=[CH:23][CH2:24][CH2:25][C:26]([OH:28])=[O:27]. (5) Given the reactants [CH:1]([NH2:3])=[S:2].[CH2:4]([O:6][C:7](=[O:15])[CH:8](Cl)[C:9](=O)[CH:10]([CH3:12])[CH3:11])[CH3:5], predict the reaction product. The product is: [CH2:4]([O:6][C:7]([C:8]1[S:2][CH:1]=[N:3][C:9]=1[CH:10]([CH3:12])[CH3:11])=[O:15])[CH3:5]. (6) Given the reactants [Cl:1][C:2]1[N:3]=[C:4](Cl)[C:5]2[C:10]([I:11])=[CH:9][N:8]([CH2:12][O:13][CH2:14][CH2:15][Si:16]([CH3:19])([CH3:18])[CH3:17])[C:6]=2[N:7]=1.[N+:21]([C:24]1[CH:25]=[C:26]([OH:30])[CH:27]=[CH:28][CH:29]=1)([O-:23])=[O:22].C([O-])([O-])=O.[K+].[K+], predict the reaction product. The product is: [Cl:1][C:2]1[N:3]=[C:4]([O:30][C:26]2[CH:27]=[CH:28][CH:29]=[C:24]([N+:21]([O-:23])=[O:22])[CH:25]=2)[C:5]2[C:10]([I:11])=[CH:9][N:8]([CH2:12][O:13][CH2:14][CH2:15][Si:16]([CH3:19])([CH3:18])[CH3:17])[C:6]=2[N:7]=1. (7) Given the reactants Br[CH2:2][C:3]([C:5]1[CH:12]=[CH:11][C:8]([C:9]#[N:10])=[CH:7][CH:6]=1)=O.[CH:13]([NH2:15])=[O:14], predict the reaction product. The product is: [O:14]1[CH:2]=[C:3]([C:5]2[CH:12]=[CH:11][C:8]([C:9]#[N:10])=[CH:7][CH:6]=2)[N:15]=[CH:13]1. (8) Given the reactants [NH2:1][C:2]1[CH:3]=[C:4]([CH:16]=[CH:17][CH:18]=1)[O:5][C:6]1[CH:11]=[CH:10][N:9]=[C:8]2[NH:12][C:13](=[O:15])[NH:14][C:7]=12.[C:19]1([CH2:25][C:26](Cl)=[O:27])[CH:24]=[CH:23][CH:22]=[CH:21][CH:20]=1, predict the reaction product. The product is: [O:15]=[C:13]1[NH:12][C:8]2=[N:9][CH:10]=[CH:11][C:6]([O:5][C:4]3[CH:3]=[C:2]([NH:1][C:26](=[O:27])[CH2:25][C:19]4[CH:24]=[CH:23][CH:22]=[CH:21][CH:20]=4)[CH:18]=[CH:17][CH:16]=3)=[C:7]2[NH:14]1. (9) Given the reactants [Br:1][C:2]1[CH:3]=[C:4]([C@:8]23[CH2:16][NH:15][CH2:14][C@H:13]2[CH2:12][S:11][C:10]([NH:17][C:18](=[O:25])[C:19]2[CH:24]=[CH:23][CH:22]=[CH:21][CH:20]=2)=[N:9]3)[CH:5]=[CH:6][CH:7]=1.[C:26]([O:30][C:31](O[C:31]([O:30][C:26]([CH3:29])([CH3:28])[CH3:27])=[O:32])=[O:32])([CH3:29])([CH3:28])[CH3:27].C(N(CC)CC)C, predict the reaction product. The product is: [C:18]([NH:17][C:10]1[S:11][CH2:12][C@@H:13]2[CH2:14][N:15]([C:31]([O:30][C:26]([CH3:29])([CH3:28])[CH3:27])=[O:32])[CH2:16][C@:8]2([C:4]2[CH:5]=[CH:6][CH:7]=[C:2]([Br:1])[CH:3]=2)[N:9]=1)(=[O:25])[C:19]1[CH:20]=[CH:21][CH:22]=[CH:23][CH:24]=1.